Dataset: Experimentally validated miRNA-target interactions with 360,000+ pairs, plus equal number of negative samples. Task: Binary Classification. Given a miRNA mature sequence and a target amino acid sequence, predict their likelihood of interaction. (1) The miRNA is hsa-miR-500a-3p with sequence AUGCACCUGGGCAAGGAUUCUG. The protein sequence of the target gene is MALYDEDLLKNPFYLALQKCRPDLCSKVAQIHGIVLVPCKGSLSSSIQSTCQFESYILIPVEEHFQTLNGKDVFIQGNRIKLGAGFACLLSVPILFEETFYNEKEESFSILCIAHPLEKRESSEEPLAPSDPFSLKTIEDVREFLGRHSERFDRNIASFHRTFRECERKSLRHHIDSANALYTKCLQQLLRDSHLKMLAKQEAQMNLMKQAVEIYVHHEIYNLIFKYVGTMEASEDAAFNKITRSLQDLQQKDIGVKPEFSFNIPRAKRELAQLNKCTSPQQKLVCLRKVVQLITQSPSQ.... Result: 1 (interaction). (2) The miRNA is mmu-miR-669b-3p with sequence CAUAUACAUACACACAAACAUAU. The protein sequence of the target gene is MRLRRLALFPGVALLLAAARLAAASDVLELTDDNFESRISDTGSAGLMLVEFFAPWCGHCKRLAPEYEAAATRLKGIVPLAKVDCTANTNTCNKYGVSGYPTLKIFRDGEEAGAYDGPRTADGIVSHLKKQAGPASVPLRTEEEFKKFISDKDASIVGFFDDSFSEAHSEFLKAASNLRDNYRFAHTNVESLVNEYDDNGEGIILFRPSHLTNKFEDKTVAYTEQKMTSGKIKKFIQENIFGICPHMTEDNKDLIQGKDLLIAYYDVDYEKNAKGSNYWRNRVMMVAKKFLDAGHKLNFA.... Result: 0 (no interaction). (3) The miRNA is hsa-miR-548ad-3p with sequence GAAAACGACAAUGACUUUUGCA. The protein sequence of the target gene is MASVPSIGCLLARNQYYRKSSVSSVSSLTSSDSVNFIDDDKPQQGLPEVAESTWWFKSFFHSEPVLSNVRIKDLSATGSLSGRS. Result: 0 (no interaction). (4) The miRNA is hsa-miR-3928-3p with sequence GGAGGAACCUUGGAGCUUCGGC. The protein sequence of the target gene is MDNYTVAPDDEYDVLILDDYLDNSGPDQVPAPEFLSPQQVLQFCCAVFAVGLLDNVLAVFILVKYKGLKNLGNIYFLNLALSNLCFLLPLPFWAHTAAHGESPGNGTCKVLVGLHSSGLYSEVFSNILLLVQGYRVFSQGRLASIFTTVSCGIVACILAWAMATALSLPESVFYEPRMERQKHKCAFGKPHFLPIEAPLWKYVLTSKMIILVLAFPLLVFIICCRQLRRRQSFRERQYDLHKPALVITGVFLLMWAPYNTVLFLSAFQEHLSLQDEKSSYHLDASVQVTQLVATTHCCVN.... Result: 0 (no interaction). (5) The miRNA is hsa-miR-548g-5p with sequence UGCAAAAGUAAUUGCAGUUUUUG. The protein sequence of the target gene is MMYSPICLTQDEFHPFIEALLPHVRAIAYTWFNLQARKRKYFKKHEKRMSKDEERAVKDELLSEKPEIKQKWASRLLAKLRKDIRQEYREDFVLTVTGKKHPCCVLSNPDQKGKIRRIDCLRQADKVWRLDLVMVILFKGIPLESTDGERLMKSPHCTNPALCVQPHHITVSVKELDLFLAYYVQEQDSGQSGSPSHNDPAKNPPGYLEDSFVKSGVFNVSELVRVSRTPITQGTGVNFPIGEIPSQPYYHDMNSGVNLQRSLSSPPSSKRPKTISIDENMEPSPTGDFYPSPSSPAAGS.... Result: 1 (interaction). (6) The miRNA is mmu-miR-743a-3p with sequence GAAAGACACCAAGCUGAGUAGA. The protein sequence of the target gene is MARPGPGVLGAPRLAPRLLLWLLLLLLQWPESAGAQAGPRAPCAAACTCAGDSLDCSGRGLATLPRDLPSWTRSLNLSYNRLSEIDSAAFEDLTNLQEVYLNSNELTAIPSLGAASIGVVSLFLQHNKILSVDGSQLKSYLSLEVLDLSSNNITEIRSSCFPNGLRIRELNLASNRISILESGAFDGLSRSLLTLRLSKNRITQLPVKAFKLPRLTQLDLNRNRIRLIEGLTFQGLDSLEVLRLQRNNISRLTDGAFWGLSKMHVLHLEYNSLVEVNSGSLYGLTALHQLHLSNNSISRI.... Result: 1 (interaction).